Dataset: Reaction yield outcomes from USPTO patents with 853,638 reactions. Task: Predict the reaction yield, written as a fraction of the theoretical maximum amount of product (1.0 means a 100% yield; for example, 0.34 means a 34% yield). (1) The reactants are [NH:1]1[C:9]2[CH:8]=[CH:7][CH:6]=[C:5]([OH:10])[C:4]=2[CH:3]=[CH:2]1.[C:11]([O:15][C:16](=[O:22])[N:17]([CH2:19][CH2:20]O)[CH3:18])([CH3:14])([CH3:13])[CH3:12].N(C(OCC)=O)=NC(OCC)=O.C1(P(C2C=CC=CC=2)C2C=CC=CC=2)C=CC=CC=1. The catalyst is O1CCCC1. The product is [C:11]([O:15][C:16](=[O:22])[N:17]([CH2:19][CH2:20][O:10][C:5]1[CH:6]=[CH:7][CH:8]=[C:9]2[C:4]=1[CH:3]=[CH:2][NH:1]2)[CH3:18])([CH3:14])([CH3:13])[CH3:12]. The yield is 0.990. (2) The reactants are [F:1][C:2]1[C:11]([F:12])=[C:10]2[C:5]([CH:6]=[CH:7][C:8]([CH:15]=[CH2:16])=[C:9]2[CH:13]=[O:14])=[CH:4][CH:3]=1.[H][H]. The catalyst is C(O)C.[C].[Pd]. The product is [CH2:15]([C:8]1[CH:7]=[CH:6][C:5]2[C:10](=[C:11]([F:12])[C:2]([F:1])=[CH:3][CH:4]=2)[C:9]=1[CH:13]=[O:14])[CH3:16]. The yield is 0.560.